Dataset: Full USPTO retrosynthesis dataset with 1.9M reactions from patents (1976-2016). Task: Predict the reactants needed to synthesize the given product. (1) Given the product [CH3:1][O:2][C:3]1[CH:4]=[C:5]([NH:15][C:16]2[N:20]=[C:19]3[N:21]=[CH:33][C:30]([C:31]#[N:32])=[C:22]([C:23]4[CH:24]=[CH:25][CH:26]=[CH:27][CH:28]=4)[N:18]3[N:17]=2)[CH:6]=[CH:7][C:8]=1[N:9]1[CH:13]=[C:12]([CH3:14])[N:11]=[CH:10]1, predict the reactants needed to synthesize it. The reactants are: [CH3:1][O:2][C:3]1[CH:4]=[C:5]([NH:15][C:16]2[N:20]=[C:19]([NH2:21])[NH:18][N:17]=2)[CH:6]=[CH:7][C:8]=1[N:9]1[CH:13]=[C:12]([CH3:14])[N:11]=[CH:10]1.[C:22](/[C:30](=[CH:33]/N(C)C)/[C:31]#[N:32])(=O)[C:23]1[CH:28]=[CH:27][CH:26]=[CH:25][CH:24]=1. (2) The reactants are: CC(OI1(OC(C)=O)(OC(C)=O)OC(=O)C2C=CC=CC1=2)=O.N1C=CC=CC=1.[OH:29][CH2:30][C:31]1[N:32]([CH2:40][CH2:41][C:42]([O:44][CH3:45])=[O:43])[C:33]2[C:38]([CH:39]=1)=[CH:37][CH:36]=[CH:35][CH:34]=2. Given the product [CH:30]([C:31]1[N:32]([CH2:40][CH2:41][C:42]([O:44][CH3:45])=[O:43])[C:33]2[C:38]([CH:39]=1)=[CH:37][CH:36]=[CH:35][CH:34]=2)=[O:29], predict the reactants needed to synthesize it. (3) Given the product [CH:39]1([N:5]([CH2:4][CH:1]2[CH2:2][CH2:3]2)[C:6]2[C:7]([S:25][CH3:26])=[N:8][N:9]3[C:14]([C:15]4[C:20]([CH3:21])=[CH:19][C:18]([CH3:22])=[CH:17][C:16]=4[O:23][CH3:24])=[CH:13][CH:12]=[CH:11][C:10]=23)[CH2:41][CH2:40]1, predict the reactants needed to synthesize it. The reactants are: [CH:1]1([CH2:4][NH:5][C:6]2[C:7]([S:25][CH3:26])=[N:8][N:9]3[C:14]([C:15]4[C:20]([CH3:21])=[CH:19][C:18]([CH3:22])=[CH:17][C:16]=4[O:23][CH3:24])=[CH:13][CH:12]=[CH:11][C:10]=23)[CH2:3][CH2:2]1.C([BH3-])#N.[Na+].C(=O)([O-])O.[Na+].C(O[C:39]1(O[Si](C)(C)C)[CH2:41][CH2:40]1)C.